The task is: Predict the reactants needed to synthesize the given product.. This data is from Full USPTO retrosynthesis dataset with 1.9M reactions from patents (1976-2016). (1) Given the product [CH3:60][O:59][C:48]1[CH:49]=[CH:50][C:51]([C:53]2[CH:58]=[CH:57][N:56]=[CH:55][CH:54]=2)=[CH:52][C:47]=1[CH2:46][N:45]([C:42]1([NH2:7])[CH2:41][CH2:40][CH:39]([CH3:38])[CH2:44][CH2:43]1)[C:61]([C:63]1[S:64][C:65]2[C:72]([F:73])=[CH:71][CH:70]=[C:69]([F:74])[C:66]=2[C:67]=1[Cl:68])=[O:62], predict the reactants needed to synthesize it. The reactants are: C(OC(=O)[NH:7]C1CCC(NCC2C=C(C3C=NC=CC=3)C=CC=2OC)CC1)(C)(C)C.C(OC(=O)N[CH2:38][CH:39]1[CH2:44][CH2:43][CH:42]([N:45]([C:61]([C:63]2[S:64][C:65]3[C:72]([F:73])=[CH:71][CH:70]=[C:69]([F:74])[C:66]=3[C:67]=2[Cl:68])=[O:62])[CH2:46][C:47]2[CH:52]=[C:51]([C:53]3[CH:58]=[CH:57][N:56]=[CH:55][CH:54]=3)[CH:50]=[CH:49][C:48]=2[O:59][CH3:60])[CH2:41][CH2:40]1)(C)(C)C.Cl. (2) Given the product [CH3:27][Si:26]([CH3:29])([CH3:28])[CH2:25][CH2:24][O:8][C:7]([N:2]([CH3:1])[CH2:3][CH2:4][NH:5][CH3:6])=[O:10], predict the reactants needed to synthesize it. The reactants are: [CH3:1][NH:2][CH2:3][CH2:4][NH:5][CH3:6].[C:7](=[O:10])([O-])[O-:8].[Na+].[Na+].C(=O)([O-])OC1C=CC([N+]([O-])=O)=CC=1[CH2:24][CH2:25][Si:26]([CH3:29])([CH3:28])[CH3:27].O. (3) Given the product [Cl:27][C:13]1[C:12]([CH3:28])=[C:11]([C:10]2[C:3]3[C:2]([O:30][C@H:31]([CH2:37][C:38]4[CH:43]=[CH:42][CH:41]=[CH:40][C:39]=4[O:44][CH2:45][C:46]4[CH:51]=[CH:50][CH:49]=[CH:48][N:47]=4)[C:32]([O:34][CH2:35][CH3:36])=[O:33])=[N:7][CH:6]=[N:5][C:4]=3[S:8][C:9]=2[I:29])[CH:16]=[CH:15][C:14]=1[O:17][CH2:18][CH2:19][N:20]1[CH2:21][CH2:22][N:23]([CH3:26])[CH2:24][CH2:25]1, predict the reactants needed to synthesize it. The reactants are: Cl[C:2]1[C:3]2[C:10]([C:11]3[CH:16]=[CH:15][C:14]([O:17][CH2:18][CH2:19][N:20]4[CH2:25][CH2:24][N:23]([CH3:26])[CH2:22][CH2:21]4)=[C:13]([Cl:27])[C:12]=3[CH3:28])=[C:9]([I:29])[S:8][C:4]=2[N:5]=[CH:6][N:7]=1.[OH:30][C@H:31]([CH2:37][C:38]1[CH:43]=[CH:42][CH:41]=[CH:40][C:39]=1[O:44][CH2:45][C:46]1[CH:51]=[CH:50][CH:49]=[CH:48][N:47]=1)[C:32]([O:34][CH2:35][CH3:36])=[O:33].C([O-])([O-])=O.[Cs+].[Cs+].C(O)(C)(C)C. (4) Given the product [NH:39]1[C:43]([CH2:44][NH:45][C:3](=[O:4])[CH:2]([OH:1])[C:6]2[CH:11]=[CH:10][C:9]([C:12]3[N:16]=[C:15]([C:17]4[O:21][N:20]=[C:19]([C:22]5[CH:23]=[CH:24][CH:25]=[CH:26][CH:27]=5)[C:18]=4[C:28]([F:29])([F:30])[F:31])[O:14][N:13]=3)=[CH:8][CH:7]=2)=[N:42][CH:41]=[N:40]1, predict the reactants needed to synthesize it. The reactants are: [OH:1][CH:2]([C:6]1[CH:11]=[CH:10][C:9]([C:12]2[N:16]=[C:15]([C:17]3[O:21][N:20]=[C:19]([C:22]4[CH:27]=[CH:26][CH:25]=[CH:24][CH:23]=4)[C:18]=3[C:28]([F:31])([F:30])[F:29])[O:14][N:13]=2)=[CH:8][CH:7]=1)[C:3](O)=[O:4].CN1CCOCC1.[NH:39]1[C:43]([CH2:44][NH2:45])=[N:42][CH:41]=[N:40]1.F[P-](F)(F)(F)(F)F.N1(O[P+](N(C)C)(N(C)C)N(C)C)C2C=CC=CC=2N=N1. (5) Given the product [ClH:12].[Cl:12][C:11]1[CH:7]=[C:3]([C:4]([NH2:6])=[O:5])[C:1](=[NH:2])[N:15]([CH2:16][C:17]2[CH:22]=[CH:21][CH:20]=[C:19]([S:23](=[O:25])(=[O:24])[NH:26][CH3:27])[CH:18]=2)[CH:10]=1, predict the reactants needed to synthesize it. The reactants are: [C:1]([CH:3]([CH:7]1[C:11]([Cl:12])=[C:10](Cl)C(=O)O1)[C:4]([NH2:6])=[O:5])#[N:2].[NH2:15][CH2:16][C:17]1[CH:18]=[C:19]([S:23]([NH:26][CH3:27])(=[O:25])=[O:24])[CH:20]=[CH:21][CH:22]=1.C(=O)([O-])[O-].[K+].[K+]. (6) Given the product [C:14]([O:18][C:19]([N:21]1[CH:25]=[CH:24][CH:23]=[N:22]1)=[O:20])([CH3:17])([CH3:15])[CH3:16], predict the reactants needed to synthesize it. The reactants are: COC1C=C(OC)C(Br)=CC=1C=O.[C:14]([O:18][C:19]([N:21]1[CH:25]=[C:24](B2OC(C)(C)C(C)(C)O2)[CH:23]=[N:22]1)=[O:20])([CH3:17])([CH3:16])[CH3:15].[F-].[K+].